Predict the product of the given reaction. From a dataset of Forward reaction prediction with 1.9M reactions from USPTO patents (1976-2016). (1) Given the reactants [OH2:1].F[C:3]1[CH:4]=[CH:5][C:6]([NH:9][NH2:10])=N[CH:8]=1.C(OC(C[CH2:19][N:20]1CCC[C@H]1C(O)=O)=O)(C)(C)C, predict the reaction product. The product is: [CH:3]1[CH:4]=[CH:5][C:6]2[N:9]([OH:1])[N:10]=[N:20][C:19]=2[CH:8]=1. (2) Given the reactants [NH:1]1[C:9]2[C:4](=[CH:5][CH:6]=[CH:7][CH:8]=2)[CH:3]=[CH:2]1.[CH2:10]1[O:20][C:13]2([CH2:18][CH2:17][C:16](=O)[CH2:15][CH2:14]2)[O:12][CH2:11]1.[OH-].[K+], predict the reaction product. The product is: [O:12]1[C:13]2([CH2:18][CH2:17][C:16]([C:3]3[C:4]4[C:9](=[CH:8][CH:7]=[CH:6][CH:5]=4)[NH:1][CH:2]=3)=[CH:15][CH2:14]2)[O:20][CH2:10][CH2:11]1. (3) Given the reactants [CH3:1][O:2][C:3]([C:5]1[S:6][C:7]([C:11]2[CH:16]=[CH:15][CH:14]=[CH:13][CH:12]=2)=[CH:8][C:9]=1[NH2:10])=[O:4].[C:17]1(B(O)O)[CH:22]=[CH:21][CH:20]=[CH:19][CH:18]=1.N1C=CC=CC=1, predict the reaction product. The product is: [CH3:1][O:2][C:3]([C:5]1[S:6][C:7]([C:11]2[CH:16]=[CH:15][CH:14]=[CH:13][CH:12]=2)=[CH:8][C:9]=1[NH:10][C:17]1[CH:22]=[CH:21][CH:20]=[CH:19][CH:18]=1)=[O:4]. (4) Given the reactants C(O)(=O)C.[Br:5][C:6]1[CH:7]=[N:8][N:9]([CH:11]2[CH2:16][CH2:15][NH:14][CH2:13][CH2:12]2)[CH:10]=1.C(O[C:20]1(O[Si](C)(C)C)[CH2:22][CH2:21]1)C.C([BH3-])#N.[Na+], predict the reaction product. The product is: [Br:5][C:6]1[CH:7]=[N:8][N:9]([CH:11]2[CH2:16][CH2:15][N:14]([CH:20]3[CH2:22][CH2:21]3)[CH2:13][CH2:12]2)[CH:10]=1.